This data is from NCI-60 drug combinations with 297,098 pairs across 59 cell lines. The task is: Regression. Given two drug SMILES strings and cell line genomic features, predict the synergy score measuring deviation from expected non-interaction effect. (1) Drug 1: CN1CCC(CC1)COC2=C(C=C3C(=C2)N=CN=C3NC4=C(C=C(C=C4)Br)F)OC. Drug 2: CC1=CC2C(CCC3(C2CCC3(C(=O)C)OC(=O)C)C)C4(C1=CC(=O)CC4)C. Cell line: SK-MEL-2. Synergy scores: CSS=-5.12, Synergy_ZIP=1.58, Synergy_Bliss=-1.20, Synergy_Loewe=-5.49, Synergy_HSA=-4.26. (2) Synergy scores: CSS=-15.8, Synergy_ZIP=3.96, Synergy_Bliss=-6.89, Synergy_Loewe=-16.9, Synergy_HSA=-17.2. Cell line: CCRF-CEM. Drug 1: CC1=CC=C(C=C1)C2=CC(=NN2C3=CC=C(C=C3)S(=O)(=O)N)C(F)(F)F. Drug 2: C1=CN(C=N1)CC(O)(P(=O)(O)O)P(=O)(O)O. (3) Drug 1: C1=CC(=CC=C1CCCC(=O)O)N(CCCl)CCCl. Drug 2: CC1C(C(=O)NC(C(=O)N2CCCC2C(=O)N(CC(=O)N(C(C(=O)O1)C(C)C)C)C)C(C)C)NC(=O)C3=C4C(=C(C=C3)C)OC5=C(C(=O)C(=C(C5=N4)C(=O)NC6C(OC(=O)C(N(C(=O)CN(C(=O)C7CCCN7C(=O)C(NC6=O)C(C)C)C)C)C(C)C)C)N)C. Cell line: SF-539. Synergy scores: CSS=31.2, Synergy_ZIP=2.97, Synergy_Bliss=0.748, Synergy_Loewe=1.58, Synergy_HSA=1.30. (4) Drug 1: CC12CCC(CC1=CCC3C2CCC4(C3CC=C4C5=CN=CC=C5)C)O. Drug 2: CCN(CC)CCNC(=O)C1=C(NC(=C1C)C=C2C3=C(C=CC(=C3)F)NC2=O)C. Cell line: SR. Synergy scores: CSS=21.4, Synergy_ZIP=-6.40, Synergy_Bliss=-7.70, Synergy_Loewe=-10.5, Synergy_HSA=-11.1.